This data is from Full USPTO retrosynthesis dataset with 1.9M reactions from patents (1976-2016). The task is: Predict the reactants needed to synthesize the given product. (1) Given the product [CH2:11]([O:13][C:14](=[O:27])[CH:15]([O:24][CH2:25][CH3:26])[CH2:16][C:17]1[CH:22]=[CH:21][C:20]([O:8][CH2:7][CH2:6][C:5]2[CH:9]=[CH:10][C:2]([NH2:1])=[CH:3][CH:4]=2)=[CH:19][CH:18]=1)[CH3:12], predict the reactants needed to synthesize it. The reactants are: [NH2:1][C:2]1[CH:10]=[CH:9][C:5]([CH2:6][CH2:7][OH:8])=[CH:4][CH:3]=1.[CH2:11]([O:13][C:14](=[O:27])[CH:15]([O:24][CH2:25][CH3:26])[CH2:16][C:17]1[CH:22]=[CH:21][C:20](O)=[CH:19][CH:18]=1)[CH3:12].N(C(N1CCCCC1)=O)=NC(N1CCCCC1)=O.C1(P(C2C=CC=CC=2)C2C=CC=CC=2)C=CC=CC=1. (2) Given the product [Si:18]([O:4][CH2:3][CH2:2][N:1]([CH2:8][CH2:9][OH:10])[CH2:5][CH2:6][OH:7])([C:21]([CH3:24])([CH3:23])[CH3:22])([CH3:20])[CH3:19], predict the reactants needed to synthesize it. The reactants are: [N:1]([CH2:8][CH2:9][OH:10])([CH2:5][CH2:6][OH:7])[CH2:2][CH2:3][OH:4].C(N(CC)CC)C.[Si:18](Cl)([C:21]([CH3:24])([CH3:23])[CH3:22])([CH3:20])[CH3:19]. (3) Given the product [F:21][CH:20]([F:22])[N:17]1[C:5]2[C:6]([O:8][C@@H:9]([C@@H:11]3[CH2:12][C:13](=[O:16])[NH:14][CH2:15]3)[CH3:10])=[N:7][C:2]([C:39]3[CH:38]=[CH:37][C:36]([N:33]4[CH2:32][CH2:31][N:30]([C:28]([O:27][C:23]([CH3:26])([CH3:25])[CH3:24])=[O:29])[CH2:35][CH2:34]4)=[CH:41][CH:40]=3)=[CH:3][C:4]=2[N:19]=[CH:18]1, predict the reactants needed to synthesize it. The reactants are: Cl[C:2]1[N:7]=[C:6]([O:8][C@@H:9]([C@H:11]2[CH2:15][NH:14][C:13](=[O:16])[CH2:12]2)[CH3:10])[C:5]2[N:17]([CH:20]([F:22])[F:21])[CH:18]=[N:19][C:4]=2[CH:3]=1.[C:23]([O:27][C:28]([N:30]1[CH2:35][CH2:34][N:33]([C:36]2[CH:41]=[CH:40][C:39](B(O)O)=[CH:38][CH:37]=2)[CH2:32][CH2:31]1)=[O:29])([CH3:26])([CH3:25])[CH3:24].[O-]P([O-])([O-])=O.[K+].[K+].[K+].